Dataset: hERG Central: cardiac toxicity at 1µM, 10µM, and general inhibition. Task: Predict hERG channel inhibition at various concentrations. The compound is CCCn1c2ccccc2c2cnn(CC(=O)N3CCN(C4CCCCC4)CC3)c(=O)c21. Results: hERG_inhib (hERG inhibition (general)): blocker.